Dataset: Reaction yield outcomes from USPTO patents with 853,638 reactions. Task: Predict the reaction yield, written as a fraction of the theoretical maximum amount of product (1.0 means a 100% yield; for example, 0.34 means a 34% yield). (1) The reactants are [F:1][C:2]1[CH:32]=[CH:31][CH:30]=[CH:29][C:3]=1[CH2:4][N:5]1[CH2:9][CH2:8][C@@H:7]([NH:10][C:11]2[N:12]=[CH:13][C:14](/[CH:17]=[CH:18]/[C:19]([NH:21][O:22]C3CCCCO3)=[O:20])=[N:15][CH:16]=2)[CH2:6]1.[ClH:33].C(O)C. The catalyst is C(OCC)(=O)C. The product is [ClH:33].[ClH:33].[F:1][C:2]1[CH:32]=[CH:31][CH:30]=[CH:29][C:3]=1[CH2:4][N:5]1[CH2:9][CH2:8][C@@H:7]([NH:10][C:11]2[N:12]=[CH:13][C:14](/[CH:17]=[CH:18]/[C:19]([NH:21][OH:22])=[O:20])=[N:15][CH:16]=2)[CH2:6]1. The yield is 0.830. (2) The yield is 1.00. The reactants are [F:1][C:2]([F:11])([F:10])[C:3]1[CH:4]=[C:5]([CH:7]=[CH:8][CH:9]=1)[NH2:6].[Br:12][CH2:13][C:14](Br)=[O:15].C(=O)([O-])O.[Na+].O. The product is [Br:12][CH2:13][C:14]([NH:6][C:5]1[CH:7]=[CH:8][CH:9]=[C:3]([C:2]([F:10])([F:11])[F:1])[CH:4]=1)=[O:15]. The catalyst is ClCCl. (3) The yield is 0.610. The reactants are [C:1]([C:3]1([C:6]2[CH:7]=[C:8]([CH:13]=[CH:14][CH:15]=2)[C:9]([O:11]C)=[O:10])[CH2:5][CH2:4]1)#[N:2].CO.O. The product is [C:1]([C:3]1([C:6]2[CH:7]=[C:8]([CH:13]=[CH:14][CH:15]=2)[C:9]([OH:11])=[O:10])[CH2:4][CH2:5]1)#[N:2]. The catalyst is O1CCCC1. (4) The yield is 0.960. The reactants are C([N:8]1[C@@H:17]2[C@@H:12]([CH2:13][CH2:14][CH2:15][CH2:16]2)[N:11]([C:18]([O:20][C:21]([CH3:24])([CH3:23])[CH3:22])=[O:19])[CH2:10][CH2:9]1)C1C=CC=CC=1.[H][H]. The catalyst is [OH-].[OH-].[Pd+2].CCO. The product is [N:11]1([C:18]([O:20][C:21]([CH3:24])([CH3:23])[CH3:22])=[O:19])[C@H:12]2[C@H:17]([CH2:16][CH2:15][CH2:14][CH2:13]2)[NH:8][CH2:9][CH2:10]1. (5) The reactants are C(OP([CH:9]1[CH2:14][CH2:13][CH2:12][NH:11][C:10]1=[O:15])(=O)OCC)C.C[Si]([N-][Si](C)(C)C)(C)C.[Na+].[CH3:26][N:27]1[CH2:32][CH2:31][N:30]([C:33]2[C:38]([CH:39]=O)=[N:37][CH:36]=[CH:35][N:34]=2)[CH2:29][CH2:28]1.CO. The catalyst is O1CCCC1. The product is [CH3:26][N:27]1[CH2:32][CH2:31][N:30]([C:33]2[C:38]([CH:39]=[C:9]3[CH2:14][CH2:13][CH2:12][NH:11][C:10]3=[O:15])=[N:37][CH:36]=[CH:35][N:34]=2)[CH2:29][CH2:28]1. The yield is 0.570. (6) The reactants are Br[C:2]1[CH:7]=[CH:6][CH:5]=[C:4]([O:8][CH3:9])[N:3]=1.[C:10]([N:13]1[C:22]2[C:17](=[CH:18][C:19]([C:23]([NH:25][CH3:26])=[O:24])=[CH:20][CH:21]=2)[CH:16]([NH2:27])[CH:15]([CH3:28])[CH:14]1[CH:29]1[CH2:31][CH2:30]1)(=[O:12])[CH3:11].CC(C)([O-])C.[Na+].CN(C1C(C2C(P(C3CCCCC3)C3CCCCC3)=CC=CC=2)=CC=CC=1)C. The yield is 0.860. The catalyst is O1CCOCC1.C1C=CC(/C=C/C(/C=C/C2C=CC=CC=2)=O)=CC=1.C1C=CC(/C=C/C(/C=C/C2C=CC=CC=2)=O)=CC=1.C1C=CC(/C=C/C(/C=C/C2C=CC=CC=2)=O)=CC=1.[Pd].[Pd]. The product is [C:10]([N:13]1[C:22]2[C:17](=[CH:18][C:19]([C:23]([NH:25][CH3:26])=[O:24])=[CH:20][CH:21]=2)[CH:16]([NH:27][C:2]2[CH:7]=[CH:6][CH:5]=[C:4]([O:8][CH3:9])[N:3]=2)[CH:15]([CH3:28])[CH:14]1[CH:29]1[CH2:30][CH2:31]1)(=[O:12])[CH3:11].